Dataset: Reaction yield outcomes from USPTO patents with 853,638 reactions. Task: Predict the reaction yield, written as a fraction of the theoretical maximum amount of product (1.0 means a 100% yield; for example, 0.34 means a 34% yield). The reactants are [Cl:1][C:2]1[N:11]=[C:10](Cl)[C:9]2[C:4](=[C:5]([F:13])[CH:6]=[CH:7][CH:8]=2)[N:3]=1.C([Sn](CCCC)(CCCC)[C:19]([O:21][CH2:22][CH3:23])=[CH2:20])CCC. No catalyst specified. The product is [Cl:1][C:2]1[N:11]=[C:10]([C:19]([O:21][CH2:22][CH3:23])=[CH2:20])[C:9]2[C:4](=[C:5]([F:13])[CH:6]=[CH:7][CH:8]=2)[N:3]=1. The yield is 0.580.